Dataset: Ames mutagenicity test results for genotoxicity prediction. Task: Regression/Classification. Given a drug SMILES string, predict its toxicity properties. Task type varies by dataset: regression for continuous values (e.g., LD50, hERG inhibition percentage) or binary classification for toxic/non-toxic outcomes (e.g., AMES mutagenicity, cardiotoxicity, hepatotoxicity). Dataset: ames. (1) The drug is COC(=O)/C(C#N)=C/c1ccco1. The result is 0 (non-mutagenic). (2) The drug is O=[N+]([O-])c1cnc(CO)n1CCO. The result is 1 (mutagenic). (3) The compound is Cc1ccc(NCC2(O)OCC(O)C(O)C2O)cc1. The result is 0 (non-mutagenic). (4) The drug is C=C1CC[C@H](O)C/C1=C/C=C1/CCC[C@]2(C)[C@@H]1CC[C@H]2[C@H](C)CCCC(C)C. The result is 0 (non-mutagenic).